From a dataset of Forward reaction prediction with 1.9M reactions from USPTO patents (1976-2016). Predict the product of the given reaction. (1) Given the reactants [CH3:1][N:2]1[CH:6]=[C:5]([C:7]2[N:12]=[C:11]([C:13]3[CH:14]=[N:15][NH:16][CH:17]=3)[N:10]3[CH:18]=[CH:19][N:20]=[C:9]3[CH:8]=2)[CH:4]=[N:3]1.[CH:21]1([CH:24](O)[CH2:25][CH2:26][CH3:27])[CH2:23][CH2:22]1.C1(P(C2C=CC=CC=2)C2C=CC=CC=2)C=CC=CC=1.N(C(OCC)=O)=NC(OCC)=O, predict the reaction product. The product is: [CH:21]1([CH:24]([N:15]2[CH:14]=[C:13]([C:11]3[N:10]4[CH:18]=[CH:19][N:20]=[C:9]4[CH:8]=[C:7]([C:5]4[CH:4]=[N:3][N:2]([CH3:1])[CH:6]=4)[N:12]=3)[CH:17]=[N:16]2)[CH2:25][CH2:26][CH3:27])[CH2:23][CH2:22]1. (2) Given the reactants [CH3:1][O:2][C:3](=[O:35])[CH2:4][C:5]1[CH:10]=[C:9]([C:11]2[CH:16]=[CH:15][C:14]([C:17]([F:20])([F:19])[F:18])=[CH:13][CH:12]=2)[N:8]=[C:7]([C:21]2[CH:26]=[C:25]([C:27]([F:30])([F:29])[F:28])[CH:24]=[C:23]([C:31]([F:34])([F:33])[F:32])[CH:22]=2)[CH:6]=1.C[Si]([N-][Si](C)(C)C)(C)C.[K+].Br[CH2:47][C:48]([CH3:50])=[CH2:49], predict the reaction product. The product is: [CH3:1][O:2][C:3](=[O:35])[CH:4]([C:5]1[CH:10]=[C:9]([C:11]2[CH:16]=[CH:15][C:14]([C:17]([F:19])([F:20])[F:18])=[CH:13][CH:12]=2)[N:8]=[C:7]([C:21]2[CH:22]=[C:23]([C:31]([F:33])([F:34])[F:32])[CH:24]=[C:25]([C:27]([F:28])([F:29])[F:30])[CH:26]=2)[CH:6]=1)[CH2:49][C:48]([CH3:50])=[CH2:47]. (3) Given the reactants [NH2:1][C:2]1[N:10]=[CH:9][C:8]([Cl:11])=[CH:7][C:3]=1[C:4]([NH2:6])=[O:5].[Br:12][CH2:13][C:14]1[CH:19]=[CH:18][C:17]([S:20]([CH3:23])(=[O:22])=[O:21])=[CH:16][C:15]=1[Cl:24], predict the reaction product. The product is: [BrH:12].[Cl:11][C:8]1[CH:7]=[C:3]([C:4]([NH2:6])=[O:5])[C:2](=[NH:1])[N:10]([CH2:13][C:14]2[CH:19]=[CH:18][C:17]([S:20]([CH3:23])(=[O:21])=[O:22])=[CH:16][C:15]=2[Cl:24])[CH:9]=1. (4) The product is: [C:48]([O:52][C:53]([N:55]1[CH2:59][CH2:58][CH2:57][C@H:56]1[CH2:60][O:61][C:31]1[CH:32]=[CH:33][C:34]([N+:39]([O-:41])=[O:40])=[C:35]([O:37][CH3:38])[N:36]=1)=[O:54])([CH3:51])([CH3:50])[CH3:49]. Given the reactants C1(C2C3C(=CC=CC=3)C=CC=2)C2C(=CC=CC=2)C=CC=1P(C(C)(C)C)C(C)(C)C.Br[C:31]1[N:36]=[C:35]([O:37][CH3:38])[C:34]([N+:39]([O-:41])=[O:40])=[CH:33][CH:32]=1.C([O-])([O-])=O.[Cs+].[Cs+].[C:48]([O:52][C:53]([N:55]1[CH2:59][CH2:58][CH2:57][C@H:56]1[CH2:60][OH:61])=[O:54])([CH3:51])([CH3:50])[CH3:49], predict the reaction product. (5) Given the reactants FC(F)(F)C(O)=O.[Cl:8][C:9]1[C:18]2[C:13](=[CH:14][C:15]([F:20])=[CH:16][C:17]=2[F:19])[N:12]=[C:11]([N:21]2[CH2:26][CH2:25][NH:24][CH2:23][CH2:22]2)[C:10]=1[CH3:27].C(=O)([O-])[O-].[K+].[K+].Cl[C:35]([O:37][CH3:38])=[O:36], predict the reaction product. The product is: [Cl:8][C:9]1[C:18]2[C:13](=[CH:14][C:15]([F:20])=[CH:16][C:17]=2[F:19])[N:12]=[C:11]([N:21]2[CH2:26][CH2:25][N:24]([C:35]([O:37][CH3:38])=[O:36])[CH2:23][CH2:22]2)[C:10]=1[CH3:27]. (6) Given the reactants [Cl:1][C:2]1[N:7]=[C:6]2[NH:8][C:9](=[O:43])[C@@:10]3([C@H:29]([CH2:30][C:31]([CH3:34])([CH3:33])[CH3:32])[N:13]4[CH2:14][N:15]([C:18]5[CH:26]=[CH:25][C:21]([C:22]([OH:24])=O)=[CH:20][C:19]=5[O:27][CH3:28])[C:16](=[O:17])[C@H:12]4[C@@H:11]3[C:35]3[CH:40]=[CH:39][CH:38]=[C:37]([Cl:41])[C:36]=3[F:42])[C:5]2=[CH:4][CH:3]=1.[OH-].[NH4+:45], predict the reaction product. The product is: [Cl:1][C:2]1[N:7]=[C:6]2[NH:8][C:9](=[O:43])[C@@:10]3([C@H:29]([CH2:30][C:31]([CH3:34])([CH3:32])[CH3:33])[N:13]4[CH2:14][N:15]([C:18]5[CH:26]=[CH:25][C:21]([C:22]([NH2:45])=[O:24])=[CH:20][C:19]=5[O:27][CH3:28])[C:16](=[O:17])[C@H:12]4[C@@H:11]3[C:35]3[CH:40]=[CH:39][CH:38]=[C:37]([Cl:41])[C:36]=3[F:42])[C:5]2=[CH:4][CH:3]=1. (7) Given the reactants [CH2:1]([O:3][C:4](=[O:19])[NH:5][C:6]1[C:7]([F:18])=[CH:8][C:9]2[C:15](=[O:16])[CH2:14][CH2:13][CH2:12][CH2:11][C:10]=2[CH:17]=1)[CH3:2].[Li].CC(C)([O-])C.C(O[C@@H]([CH2:33][NH:34][C:35](=[O:37])[CH3:36])CCl)(=O)C, predict the reaction product. The product is: [F:18][C:7]1[C:6]([N:5]2[CH2:2][C@H:1]([CH2:33][NH:34][C:35](=[O:37])[CH3:36])[O:3][C:4]2=[O:19])=[CH:17][C:10]2[CH2:11][CH2:12][CH2:13][CH2:14][C:15](=[O:16])[C:9]=2[CH:8]=1.